Regression. Given two drug SMILES strings and cell line genomic features, predict the synergy score measuring deviation from expected non-interaction effect. From a dataset of NCI-60 drug combinations with 297,098 pairs across 59 cell lines. (1) Drug 1: CCN(CC)CCCC(C)NC1=C2C=C(C=CC2=NC3=C1C=CC(=C3)Cl)OC. Drug 2: C1C(C(OC1N2C=NC3=C2NC=NCC3O)CO)O. Cell line: SK-MEL-5. Synergy scores: CSS=4.57, Synergy_ZIP=-3.57, Synergy_Bliss=-3.67, Synergy_Loewe=2.73, Synergy_HSA=-1.24. (2) Drug 1: C1CCC(C1)C(CC#N)N2C=C(C=N2)C3=C4C=CNC4=NC=N3. Drug 2: C1=CC(=CC=C1CCCC(=O)O)N(CCCl)CCCl. Cell line: SF-295. Synergy scores: CSS=48.9, Synergy_ZIP=0.617, Synergy_Bliss=-3.35, Synergy_Loewe=-3.57, Synergy_HSA=-2.29. (3) Drug 2: C1CC(C1)(C2=CC=C(C=C2)C3=C(C=C4C(=N3)C=CN5C4=NNC5=O)C6=CC=CC=C6)N. Synergy scores: CSS=16.9, Synergy_ZIP=-4.26, Synergy_Bliss=-5.04, Synergy_Loewe=-13.5, Synergy_HSA=-2.38. Cell line: NCI-H460. Drug 1: CN(C)C(=N)N=C(N)N. (4) Drug 1: CS(=O)(=O)C1=CC(=C(C=C1)C(=O)NC2=CC(=C(C=C2)Cl)C3=CC=CC=N3)Cl. Drug 2: C1=CC(=C2C(=C1NCCNCCO)C(=O)C3=C(C=CC(=C3C2=O)O)O)NCCNCCO. Cell line: U251. Synergy scores: CSS=59.9, Synergy_ZIP=6.09, Synergy_Bliss=5.50, Synergy_Loewe=-13.1, Synergy_HSA=6.92. (5) Drug 1: CN1C(=O)N2C=NC(=C2N=N1)C(=O)N. Drug 2: CC1CCC2CC(C(=CC=CC=CC(CC(C(=O)C(C(C(=CC(C(=O)CC(OC(=O)C3CCCCN3C(=O)C(=O)C1(O2)O)C(C)CC4CCC(C(C4)OC)O)C)C)O)OC)C)C)C)OC. Cell line: DU-145. Synergy scores: CSS=1.89, Synergy_ZIP=-5.06, Synergy_Bliss=-6.54, Synergy_Loewe=-11.0, Synergy_HSA=-6.78. (6) Drug 1: CC1=CC=C(C=C1)C2=CC(=NN2C3=CC=C(C=C3)S(=O)(=O)N)C(F)(F)F. Drug 2: CC1=C2C(C(=O)C3(C(CC4C(C3C(C(C2(C)C)(CC1OC(=O)C(C(C5=CC=CC=C5)NC(=O)C6=CC=CC=C6)O)O)OC(=O)C7=CC=CC=C7)(CO4)OC(=O)C)O)C)OC(=O)C. Cell line: NCI-H322M. Synergy scores: CSS=25.0, Synergy_ZIP=11.1, Synergy_Bliss=7.01, Synergy_Loewe=-12.5, Synergy_HSA=-0.251. (7) Drug 1: C1=C(C(=O)NC(=O)N1)F. Drug 2: CC1=C(C(=CC=C1)Cl)NC(=O)C2=CN=C(S2)NC3=CC(=NC(=N3)C)N4CCN(CC4)CCO. Cell line: COLO 205. Synergy scores: CSS=32.0, Synergy_ZIP=1.91, Synergy_Bliss=-0.321, Synergy_Loewe=-4.60, Synergy_HSA=-4.43.